Task: Predict the product of the given reaction.. Dataset: Forward reaction prediction with 1.9M reactions from USPTO patents (1976-2016) (1) Given the reactants [Cl:1][C:2]1[C:9]([O:10][CH2:11][F:12])=[CH:8][CH:7]=[C:6]([F:13])[C:3]=1[CH:4]=O.[N+:14]([C:16]1[CH:25]=[CH:24][C:19]2[O:20][CH2:21][CH2:22][O:23][C:18]=2[CH:17]=1)#[C-:15].[CH3:26][O:27][C:28]1[N:33]=[C:32]([NH2:34])[CH:31]=[CH:30][CH:29]=1.[Br-].C([N+]1C=CN(C)C=1)CCC, predict the reaction product. The product is: [Cl:1][C:2]1[C:9]([O:10][CH2:11][F:12])=[CH:8][CH:7]=[C:6]([F:13])[C:3]=1[C:4]1[N:34]=[C:32]2[CH:31]=[CH:30][CH:29]=[C:28]([O:27][CH3:26])[N:33]2[C:15]=1[NH:14][C:16]1[CH:25]=[CH:24][C:19]2[O:20][CH2:21][CH2:22][O:23][C:18]=2[CH:17]=1. (2) Given the reactants C(OC(=O)[NH:7][CH:8]([CH2:27][C:28]1[CH:33]=[CH:32][CH:31]=[CH:30][CH:29]=1)[C:9](=[O:26])[N:10]1[CH2:15][CH2:14][N:13]([C:16]2[C:17]3[CH:25]=[CH:24][CH:23]=[N:22][C:18]=3[N:19]=[CH:20][N:21]=2)[CH2:12][CH2:11]1)(C)(C)C.[ClH:35].O1CCOCC1, predict the reaction product. The product is: [ClH:35].[ClH:35].[ClH:35].[NH2:7][C@H:8]([CH2:27][C:28]1[CH:33]=[CH:32][CH:31]=[CH:30][CH:29]=1)[C:9]([N:10]1[CH2:15][CH2:14][N:13]([C:16]2[C:17]3[CH:25]=[CH:24][CH:23]=[N:22][C:18]=3[N:19]=[CH:20][N:21]=2)[CH2:12][CH2:11]1)=[O:26]. (3) Given the reactants [CH3:1][O:2][C:3]1[CH:8]=[CH:7][CH:6]=[CH:5][C:4]=1[C@H:9]1[NH:20][C:19](=[O:21])[CH2:18][CH2:17][CH:16]=[CH:15][CH2:14][C@@H:13]([CH2:22][C:23]([O:25]C(C)(C)C)=O)[C:12](=[O:30])[O:11][CH2:10]1.FC(F)(F)C(O)=O.COC1C=CC=CC=1[C@H]1NC(=O)CCC=CC[C@@H](CC(O)=O)C(=O)OC1.[Cl:64][C:65]1[CH:70]=[CH:69][C:68]([CH2:71][NH2:72])=[CH:67][CH:66]=1, predict the reaction product. The product is: [Cl:64][C:65]1[CH:70]=[CH:69][C:68]([CH2:71][NH:72][C:23](=[O:25])[CH2:22][C@H:13]2[C:12](=[O:30])[O:11][CH2:10][C@@H:9]([C:4]3[CH:5]=[CH:6][CH:7]=[CH:8][C:3]=3[O:2][CH3:1])[NH:20][C:19](=[O:21])[CH2:18][CH2:17][CH:16]=[CH:15][CH2:14]2)=[CH:67][CH:66]=1. (4) The product is: [CH:42]1([C:39]2[N:40]=[CH:41][C:36]([O:35][C@H:33]3[CH2:32][N:29]4[CH2:30][CH2:31][N:26]([C:24](=[O:25])[CH:23]([NH:22][C:3](=[O:4])[CH:2]([F:6])[F:1])[C:45]5[CH:50]=[CH:49][CH:48]=[C:47]([C:51]([F:54])([F:53])[F:52])[CH:46]=5)[CH2:27][C@@H:28]4[CH2:34]3)=[N:37][CH:38]=2)[CH2:43][CH2:44]1.[F:1][C:2]([F:52])([F:6])[C:3]([OH:5])=[O:4]. Given the reactants [F:1][CH:2]([F:6])[C:3]([OH:5])=[O:4].ClC(OCC(C)C)=O.C(N(CC)CC)C.[NH2:22][CH:23]([C:45]1[CH:50]=[CH:49][CH:48]=[C:47]([C:51]([F:54])([F:53])[F:52])[CH:46]=1)[C:24]([N:26]1[CH2:31][CH2:30][N:29]2[CH2:32][C@H:33]([O:35][C:36]3[CH:41]=[N:40][C:39]([CH:42]4[CH2:44][CH2:43]4)=[CH:38][N:37]=3)[CH2:34][C@H:28]2[CH2:27]1)=[O:25], predict the reaction product. (5) The product is: [OH:2][NH:1][C:3](=[NH:4])[C:5]1[CH:32]=[CH:31][C:8]([O:9][C:10]2[CH:11]=[C:12]([CH:22]=[C:23]([O:25][C@@H:26]([CH3:30])[CH2:27][O:28][CH3:29])[CH:24]=2)[C:13]([NH:15][C:16]2[CH:20]=[CH:19][N:18]([CH3:21])[N:17]=2)=[O:14])=[CH:7][CH:6]=1. Given the reactants [NH2:1][OH:2].[C:3]([C:5]1[CH:32]=[CH:31][C:8]([O:9][C:10]2[CH:11]=[C:12]([CH:22]=[C:23]([O:25][C@@H:26]([CH3:30])[CH2:27][O:28][CH3:29])[CH:24]=2)[C:13]([NH:15][C:16]2[CH:20]=[CH:19][N:18]([CH3:21])[N:17]=2)=[O:14])=[CH:7][CH:6]=1)#[N:4], predict the reaction product.